Task: Predict the reactants needed to synthesize the given product.. Dataset: Full USPTO retrosynthesis dataset with 1.9M reactions from patents (1976-2016) (1) The reactants are: [CH3:1][O:2][C:3](=[O:13])[C:4]1[CH:9]=[CH:8][C:7]([CH2:10][NH2:11])=[N:6][C:5]=1[Cl:12].[C:14](OC(=O)C)(=[O:16])C. Given the product [CH3:1][O:2][C:3](=[O:13])[C:4]1[CH:9]=[CH:8][C:7]([CH2:10][NH:11][CH:14]=[O:16])=[N:6][C:5]=1[Cl:12], predict the reactants needed to synthesize it. (2) Given the product [O:27]([CH2:34][CH2:35][O:36][CH2:12][CH2:13][CH2:14][CH2:15][CH2:16][CH2:17][CH2:18][CH2:19][O:20][CH:21]1[CH2:26][CH2:25][CH2:24][CH2:23][O:22]1)[C:28]1[CH:33]=[CH:32][CH:31]=[CH:30][CH:29]=1, predict the reactants needed to synthesize it. The reactants are: BrCCCCCCCCO.Br[CH2:12][CH2:13][CH2:14][CH2:15][CH2:16][CH2:17][CH2:18][CH2:19][O:20][CH:21]1[CH2:26][CH2:25][CH2:24][CH2:23][O:22]1.[O:27]([CH2:34][CH2:35][OH:36])[C:28]1[CH:33]=[CH:32][CH:31]=[CH:30][CH:29]=1.